Dataset: Catalyst prediction with 721,799 reactions and 888 catalyst types from USPTO. Task: Predict which catalyst facilitates the given reaction. Reactant: [F:1][C:2]1[CH:7]=[CH:6][C:5]([C:8]2[CH2:9][CH2:10][N:11](C(OC(C)(C)C)=O)[CH2:12][CH:13]=2)=[CH:4][CH:3]=1.Cl. Product: [F:1][C:2]1[CH:7]=[CH:6][C:5]([C:8]2[CH2:13][CH2:12][NH:11][CH2:10][CH:9]=2)=[CH:4][CH:3]=1. The catalyst class is: 268.